This data is from Reaction yield outcomes from USPTO patents with 853,638 reactions. The task is: Predict the reaction yield, written as a fraction of the theoretical maximum amount of product (1.0 means a 100% yield; for example, 0.34 means a 34% yield). (1) The reactants are [F:1][CH:2]([F:5])[CH2:3]Cl.[CH2:6]([NH2:13])[C:7]1[CH:12]=[CH:11][CH:10]=[CH:9][CH:8]=1. The catalyst is O. The product is [CH2:6]([NH:13][CH2:3][CH:2]([F:5])[F:1])[C:7]1[CH:12]=[CH:11][CH:10]=[CH:9][CH:8]=1. The yield is 0.934. (2) The reactants are Cl[C:2]1[N:7]=[C:6]([N:8]2[CH2:13][CH2:12][O:11][CH2:10][CH2:9]2)[C:5]2[N:14]=[CH:15][NH:16][C:4]=2[CH:3]=1.[CH3:17][C:18]1[CH:24]=[CH:23][C:21]([NH2:22])=[CH:20][C:19]=1B1OC(C)(C)C(C)(C)O1.C([O-])([O-])=O.[Na+].[Na+].C(Cl)Cl. The catalyst is COCCOC.C1C=CC(P(C2C=CC=CC=2)[C-]2C=CC=C2)=CC=1.C1C=CC(P(C2C=CC=CC=2)[C-]2C=CC=C2)=CC=1.Cl[Pd]Cl.[Fe+2]. The product is [CH3:17][C:18]1[CH:24]=[CH:23][C:21]([NH2:22])=[CH:20][C:19]=1[C:2]1[N:7]=[C:6]([N:8]2[CH2:13][CH2:12][O:11][CH2:10][CH2:9]2)[C:5]2[N:14]=[CH:15][NH:16][C:4]=2[CH:3]=1. The yield is 0.400.